This data is from Full USPTO retrosynthesis dataset with 1.9M reactions from patents (1976-2016). The task is: Predict the reactants needed to synthesize the given product. (1) Given the product [NH2:37][C@H:29]1[C:30]2[C:35](=[CH:34][CH:33]=[CH:32][CH:31]=2)[CH2:36][C@H:28]1[OH:27], predict the reactants needed to synthesize it. The reactants are: O[C@@H]1CC2C(=CC=CC=2)C1=O.C(O[C@H](CC1C=CC=CC=1)C(O)=O)(=O)C.[OH:27][CH:28]1[CH2:36][C:35]2[C:30](=[CH:31][CH:32]=[CH:33][CH:34]=2)[C:29]1=[N:37]O.Br. (2) Given the product [Cl:1][C:2]1[CH:11]=[CH:10][C:5]([C:6]2[N:7]=[C:31]([C:27]3[S:26][CH:30]=[CH:29][CH:28]=3)[O:9][N:8]=2)=[CH:4][CH:3]=1, predict the reactants needed to synthesize it. The reactants are: [Cl:1][C:2]1[CH:11]=[CH:10][C:5]([C:6](=[N:8][OH:9])[NH2:7])=[CH:4][CH:3]=1.[OH-].C([N+](C)(C)C)C1C=CC=CC=1.[OH-].[Na+].[S:26]1[CH:30]=[CH:29][CH:28]=[C:27]1[C:31](Cl)=O.